The task is: Predict which catalyst facilitates the given reaction.. This data is from Catalyst prediction with 721,799 reactions and 888 catalyst types from USPTO. (1) Reactant: [NH2:1][C:2]1[CH:9]=[CH:8][C:5]([C:6]#[N:7])=[CH:4][CH:3]=1.Cl[CH2:11][C:12]([N:14]1[CH2:19][CH2:18][CH:17]([CH2:20][C:21]2[CH:26]=[CH:25][C:24]([F:27])=[CH:23][CH:22]=2)[CH2:16][CH2:15]1)=[O:13]. Product: [F:27][C:24]1[CH:25]=[CH:26][C:21]([CH2:20][CH:17]2[CH2:18][CH2:19][N:14]([C:12](=[O:13])[CH2:11][NH:1][C:2]3[CH:9]=[CH:8][C:5]([C:6]#[N:7])=[CH:4][CH:3]=3)[CH2:15][CH2:16]2)=[CH:22][CH:23]=1. The catalyst class is: 27. (2) Reactant: F[C:2]1[CH:3]=[N:4][CH:5]=[CH:6][C:7]=1[C:8]1[O:9][C:10]2[CH:16]=[CH:15][C:14]([C:17]([F:20])([F:19])[F:18])=[CH:13][C:11]=2[N:12]=1.[F:21][C:22]([F:29])([F:28])[C:23]1[CH:24]=[N:25][NH:26][CH:27]=1.C(=O)([O-])[O-].[K+].[K+].CN(C=O)C. Product: [F:21][C:22]([F:29])([F:28])[C:23]1[CH:24]=[N:25][N:26]([C:2]2[CH:3]=[N:4][CH:5]=[CH:6][C:7]=2[C:8]2[O:9][C:10]3[CH:16]=[CH:15][C:14]([C:17]([F:20])([F:19])[F:18])=[CH:13][C:11]=3[N:12]=2)[CH:27]=1. The catalyst class is: 6. (3) Reactant: [NH:1]1[CH:5]=[C:4]([NH:6][C:7]2[N:12]=[C:11]([C:13]3[CH:14]=[CH:15][C:16]([O:21][CH:22]4[CH2:27][CH2:26][O:25][CH2:24][CH2:23]4)=[C:17]([CH:20]=3)[C:18]#[N:19])[CH:10]=[CH:9][N:8]=2)[CH:3]=[N:2]1. The catalyst class is: 10. Product: [CH3:22][O:21][CH2:16][CH2:15][N:1]1[CH:5]=[C:4]([NH:6][C:7]2[N:12]=[C:11]([C:13]3[CH:14]=[CH:15][C:16]([O:21][CH:22]4[CH2:27][CH2:26][O:25][CH2:24][CH2:23]4)=[C:17]([CH:20]=3)[C:18]#[N:19])[CH:10]=[CH:9][N:8]=2)[CH:3]=[N:2]1. (4) Reactant: Cl.[CH3:2][S:3][C:4]1[CH:9]=[CH:8][C:7]([NH:10][NH2:11])=[CH:6][CH:5]=1.[CH3:12][C:13]([CH3:20])([CH3:19])[C:14](=O)[CH2:15][C:16]#[N:17]. Product: [C:13]([C:14]1[CH:15]=[C:16]([NH2:17])[N:10]([C:7]2[CH:8]=[CH:9][C:4]([S:3][CH3:2])=[CH:5][CH:6]=2)[N:11]=1)([CH3:20])([CH3:19])[CH3:12]. The catalyst class is: 162. (5) The catalyst class is: 57. Reactant: [NH2:1][C:2]1[N:7]=[C:6]([Cl:8])[C:5]([C:9]#[N:10])=[C:4](S(C)=O)[N:3]=1.[CH2:14]([OH:21])[C:15]1[CH:20]=[CH:19][CH:18]=[CH:17][CH:16]=1.C1CCN2C(=NCCC2)CC1. Product: [NH2:1][C:2]1[N:3]=[C:4]([O:21][CH2:14][C:15]2[CH:20]=[CH:19][CH:18]=[CH:17][CH:16]=2)[C:5]([C:9]#[N:10])=[C:6]([Cl:8])[N:7]=1. (6) Reactant: OC(C(C1C=CC(CC(C)C)=CC=1)C)=O.[C:16](=[O:19])([O-:18])[O-:17].[K+:20].[K+].[C:22](=[O:25])([O-:24])[O-:23].[Na+:26].[Na+].C(O)[C@H]1O[C@H](O[C@@H]([C@H](O)[C@@H](O)CO)[C@H](O)CO)[C@H](O)[C@@H](O)[C@@H]1O. Product: [C:16]([O-:19])([O-:18])=[O:17].[K+:20].[K+:20].[C:22]([O-:25])([O-:24])=[O:23].[Na+:26].[Na+:26]. The catalyst class is: 6.